Dataset: Catalyst prediction with 721,799 reactions and 888 catalyst types from USPTO. Task: Predict which catalyst facilitates the given reaction. Reactant: [CH2:1]([C@@:3]1([CH2:10][S:11](Cl)(=[O:13])=[O:12])[C:7](=[O:8])[NH:6][C:5](=[O:9])[NH:4]1)[CH3:2].Cl.[F:16][C:17]([F:34])([F:33])[CH2:18][O:19][C:20]1[CH:32]=[CH:31][C:23]([O:24][CH:25]2[CH2:30][CH2:29][NH:28][CH2:27][CH2:26]2)=[CH:22][CH:21]=1.C(N(CC)CC)C. Product: [CH2:1]([C@:3]1([CH2:10][S:11]([N:28]2[CH2:29][CH2:30][CH:25]([O:24][C:23]3[CH:22]=[CH:21][C:20]([O:19][CH2:18][C:17]([F:16])([F:33])[F:34])=[CH:32][CH:31]=3)[CH2:26][CH2:27]2)(=[O:13])=[O:12])[NH:4][C:5](=[O:9])[NH:6][C:7]1=[O:8])[CH3:2]. The catalyst class is: 4.